From a dataset of Full USPTO retrosynthesis dataset with 1.9M reactions from patents (1976-2016). Predict the reactants needed to synthesize the given product. (1) Given the product [C:21]([O:20][C:19](=[O:25])[NH:18][C:14]1[CH:15]=[CH:16][CH:17]=[C:12]([NH:11][C:4]2[C:3]([CH:2]=[O:1])=[CH:8][N:7]=[C:6]([S:9][CH3:10])[N:5]=2)[CH:13]=1)([CH3:24])([CH3:23])[CH3:22], predict the reactants needed to synthesize it. The reactants are: [OH:1][CH2:2][C:3]1[C:4]([NH:11][C:12]2[CH:13]=[C:14]([NH:18][C:19](=[O:25])[O:20][C:21]([CH3:24])([CH3:23])[CH3:22])[CH:15]=[CH:16][CH:17]=2)=[N:5][C:6]([S:9][CH3:10])=[N:7][CH:8]=1. (2) Given the product [C:1]([O:5][C:6]([N:8]1[CH2:9][CH2:10][N:11]([CH2:14][C:15]2[CH:16]=[CH:17][C:18](/[CH:21]=[CH:22]/[C:23](=[O:24])[NH:30][OH:31])=[CH:19][CH:20]=2)[CH2:12][CH2:13]1)=[O:7])([CH3:4])([CH3:3])[CH3:2], predict the reactants needed to synthesize it. The reactants are: [C:1]([O:5][C:6]([N:8]1[CH2:13][CH2:12][N:11]([CH2:14][C:15]2[CH:20]=[CH:19][C:18](/[CH:21]=[CH:22]/[C:23](OC)=[O:24])=[CH:17][CH:16]=2)[CH2:10][CH2:9]1)=[O:7])([CH3:4])([CH3:3])[CH3:2].C[O-].[Na+].[NH2:30][OH:31].Cl. (3) Given the product [CH2:21]([O:23][C:24]([C:26]1[C:27](=[O:48])[C:28]2[CH:33]=[N:32][C:31]([NH:20][C:17]3[CH:16]=[CH:15][C:14]([CH:11]4[CH2:10][CH2:9][NH:8][CH2:13][CH2:12]4)=[CH:19][CH:18]=3)=[N:30][C:29]=2[N:38]([C:40]2[CH:41]=[CH:42][C:43]([CH2:46][CH3:47])=[CH:44][CH:45]=2)[CH:39]=1)=[O:25])[CH3:22], predict the reactants needed to synthesize it. The reactants are: C(OC([N:8]1[CH2:13][CH2:12][CH:11]([C:14]2[CH:19]=[CH:18][C:17]([NH2:20])=[CH:16][CH:15]=2)[CH2:10][CH2:9]1)=O)(C)(C)C.[CH2:21]([O:23][C:24]([C:26]1[C:27](=[O:48])[C:28]2[CH:33]=[N:32][C:31](S(C)(=O)=O)=[N:30][C:29]=2[N:38]([C:40]2[CH:45]=[CH:44][C:43]([CH2:46][CH3:47])=[CH:42][CH:41]=2)[CH:39]=1)=[O:25])[CH3:22]. (4) Given the product [Br:1][C:2]1[CH:9]=[CH:8][C:7]([Br:10])=[CH:6][C:3]=1[CH:4]1[CH2:11][CH:18]([OH:22])[CH2:19][CH2:20][O:5]1, predict the reactants needed to synthesize it. The reactants are: [Br:1][C:2]1[CH:9]=[CH:8][C:7]([Br:10])=[CH:6][C:3]=1[CH:4]=[O:5].[C:11](O)(C(F)(F)F)=O.[CH2:18]([OH:22])[CH2:19][CH:20]=C.[OH-].[Na+].O[Li].O. (5) Given the product [CH3:42][S:43]([O:30][CH2:29][CH2:28][O:27][C:25]1[CH:24]=[CH:23][N:22]=[C:21]([C:19]([N:17]2[CH2:16][CH:15]([C:12]3[CH:13]=[CH:14][C:9]([O:8][CH2:7][C:6]4[CH:5]=[CH:4][C:3]([CH2:1][CH3:2])=[CH:34][CH:33]=4)=[C:10]([O:31][CH3:32])[CH:11]=3)[CH2:18]2)=[O:20])[CH:26]=1)(=[O:45])=[O:44], predict the reactants needed to synthesize it. The reactants are: [CH2:1]([C:3]1[CH:34]=[CH:33][C:6]([CH2:7][O:8][C:9]2[CH:14]=[CH:13][C:12]([CH:15]3[CH2:18][N:17]([C:19]([C:21]4[CH:26]=[C:25]([O:27][CH2:28][CH2:29][OH:30])[CH:24]=[CH:23][N:22]=4)=[O:20])[CH2:16]3)=[CH:11][C:10]=2[O:31][CH3:32])=[CH:5][CH:4]=1)[CH3:2].C(N(CC)CC)C.[CH3:42][S:43](Cl)(=[O:45])=[O:44].O. (6) Given the product [Br:1][C:2]1[CH:3]=[CH:4][C:5]([O:23][CH2:25][C:26]([O:28][CH2:29][CH3:30])=[O:27])=[C:6]([C:8]([C:10]2[CH:11]=[N:12][N:13]([C:15]3[CH:20]=[CH:19][C:18]([O:21][CH3:22])=[CH:17][CH:16]=3)[CH:14]=2)=[O:9])[CH:7]=1, predict the reactants needed to synthesize it. The reactants are: [Br:1][C:2]1[CH:3]=[CH:4][C:5]([OH:23])=[C:6]([C:8]([C:10]2[CH:11]=[N:12][N:13]([C:15]3[CH:20]=[CH:19][C:18]([O:21][CH3:22])=[CH:17][CH:16]=3)[CH:14]=2)=[O:9])[CH:7]=1.Br[CH2:25][C:26]([O:28][CH2:29][CH3:30])=[O:27].